Dataset: Peptide-MHC class I binding affinity with 185,985 pairs from IEDB/IMGT. Task: Regression. Given a peptide amino acid sequence and an MHC pseudo amino acid sequence, predict their binding affinity value. This is MHC class I binding data. (1) The peptide sequence is EFIPNLFCM. The MHC is HLA-A24:03 with pseudo-sequence HLA-A24:03. The binding affinity (normalized) is 0.213. (2) The peptide sequence is GYTMHANYI. The MHC is HLA-A24:02 with pseudo-sequence HLA-A24:02. The binding affinity (normalized) is 0.121. (3) The peptide sequence is MMHASTSPF. The MHC is HLA-B46:01 with pseudo-sequence HLA-B46:01. The binding affinity (normalized) is 0.493. (4) The peptide sequence is VTDTALAYF. The MHC is HLA-B15:01 with pseudo-sequence HLA-B15:01. The binding affinity (normalized) is 0.0847. (5) The peptide sequence is KPVDTSNSF. The MHC is HLA-B54:01 with pseudo-sequence HLA-B54:01. The binding affinity (normalized) is 0.200.